From a dataset of Peptide-MHC class I binding affinity with 185,985 pairs from IEDB/IMGT. Regression. Given a peptide amino acid sequence and an MHC pseudo amino acid sequence, predict their binding affinity value. This is MHC class I binding data. (1) The peptide sequence is KLGEGFKSL. The MHC is HLA-B15:17 with pseudo-sequence HLA-B15:17. The binding affinity (normalized) is 0.0847. (2) The peptide sequence is RYRTAVCGL. The MHC is HLA-B83:01 with pseudo-sequence HLA-B83:01. The binding affinity (normalized) is 0.213. (3) The peptide sequence is IHIPGDTLF. The MHC is HLA-A69:01 with pseudo-sequence HLA-A69:01. The binding affinity (normalized) is 0.0847. (4) The peptide sequence is VDSQYVMGI. The MHC is Mamu-B01 with pseudo-sequence Mamu-B01. The binding affinity (normalized) is 0.0823.